This data is from Full USPTO retrosynthesis dataset with 1.9M reactions from patents (1976-2016). The task is: Predict the reactants needed to synthesize the given product. Given the product [CH2:1]([O:3][C:4]([C@H:6]1[CH2:10][CH2:9][C@@H:8]([C:11]2[CH:16]=[C:15]([F:17])[C:14]([F:18])=[C:13]([F:19])[CH:12]=2)[NH:7]1)=[O:5])[CH3:2], predict the reactants needed to synthesize it. The reactants are: [CH2:1]([O:3][C:4]([C@H:6]1[CH2:10][CH2:9][C:8]([C:11]2[CH:16]=[C:15]([F:17])[C:14]([F:18])=[C:13]([F:19])[CH:12]=2)=[N:7]1)=[O:5])[CH3:2].